From a dataset of Full USPTO retrosynthesis dataset with 1.9M reactions from patents (1976-2016). Predict the reactants needed to synthesize the given product. (1) Given the product [CH3:1][O:2][C:3](=[O:11])[C:4]1[CH:9]=[CH:8][C:7]([O:10][CH2:13][CH2:14][CH2:15][CH2:16][CH2:17][N:18]2[C:19](=[O:28])[C:20]3[C:25](=[CH:24][CH:23]=[CH:22][CH:21]=3)[C:26]2=[O:27])=[CH:6][CH:5]=1, predict the reactants needed to synthesize it. The reactants are: [CH3:1][O:2][C:3](=[O:11])[C:4]1[CH:9]=[CH:8][C:7]([OH:10])=[CH:6][CH:5]=1.Br[CH2:13][CH2:14][CH2:15][CH2:16][CH2:17][N:18]1[C:26](=[O:27])[C:25]2[C:20](=[CH:21][CH:22]=[CH:23][CH:24]=2)[C:19]1=[O:28].C([O-])([O-])=O.[K+].[K+]. (2) The reactants are: BrC1C=CC(OC2N=C[C:10]([CH:13]=O)=[CH:9]C=2)=CC=1.[F:17][C:18]([F:38])([F:37])[C:19]1[CH:28]=[CH:27][C:22]([C:23]([O:25][CH3:26])=[O:24])=[CH:21][C:20]=1OS(C(F)(F)F)(=O)=O. Given the product [CH:13]1([C:20]2[CH:21]=[C:22]([CH:27]=[CH:28][C:19]=2[C:18]([F:38])([F:37])[F:17])[C:23]([O:25][CH3:26])=[O:24])[CH2:10][CH2:9]1, predict the reactants needed to synthesize it. (3) Given the product [NH2:28][C:19]1[CH:20]=[C:21]([CH:26]=[CH:27][C:18]=1[S:17][C:4]1[CH:5]=[CH:6][C:7]([NH:8][C:9]([O:11][CH2:12][C:13]([Cl:16])([Cl:14])[Cl:15])=[O:10])=[C:2]([F:1])[CH:3]=1)[C:22]([O:24][CH3:25])=[O:23], predict the reactants needed to synthesize it. The reactants are: [F:1][C:2]1[CH:3]=[C:4]([S:17][C:18]2[CH:27]=[CH:26][C:21]([C:22]([O:24][CH3:25])=[O:23])=[CH:20][C:19]=2[N+:28]([O-])=O)[CH:5]=[CH:6][C:7]=1[NH:8][C:9]([O:11][CH2:12][C:13]([Cl:16])([Cl:15])[Cl:14])=[O:10].[NH4+].[Cl-].C1COCC1.O. (4) Given the product [C:21]1([O:20][C:18](=[O:19])[NH:1][C:2]2[CH:7]=[CH:6][N:5]=[CH:4][CH:3]=2)[CH:26]=[CH:25][CH:24]=[CH:23][CH:22]=1, predict the reactants needed to synthesize it. The reactants are: [NH2:1][C:2]1[CH:7]=[CH:6][N:5]=[CH:4][CH:3]=1.C(N(CC)C(C)C)(C)C.Cl[C:18]([O:20][C:21]1[CH:26]=[CH:25][CH:24]=[CH:23][CH:22]=1)=[O:19]. (5) The reactants are: Cl[C:2]1[CH:20]=[CH:19][C:5]([C:6]([NH:8][C:9]2[CH:18]=[C:17]3[C:12]([CH:13]=[CH:14][CH:15]=[N:16]3)=[CH:11][CH:10]=2)=[O:7])=[CH:4][N:3]=1.[F:21][C:22]([F:33])([F:32])[C:23]1[CH:28]=[CH:27][C:26](B(O)O)=[CH:25][CH:24]=1.C(=O)([O-])[O-].[Na+].[Na+]. Given the product [N:16]1[C:17]2[C:12](=[CH:11][CH:10]=[C:9]([NH:8][C:6](=[O:7])[C:5]3[CH:19]=[CH:20][C:2]([C:26]4[CH:27]=[CH:28][C:23]([C:22]([F:33])([F:32])[F:21])=[CH:24][CH:25]=4)=[N:3][CH:4]=3)[CH:18]=2)[CH:13]=[CH:14][CH:15]=1, predict the reactants needed to synthesize it.